Dataset: Catalyst prediction with 721,799 reactions and 888 catalyst types from USPTO. Task: Predict which catalyst facilitates the given reaction. (1) Product: [OH:21][C:2]1[CH:10]=[CH:9][CH:8]=[C:7]2[C:3]=1[CH2:4][N:5]([CH:12]1[CH2:17][CH2:16][C:15](=[O:18])[NH:14][C:13]1=[O:19])[C:6]2=[O:11]. The catalyst class is: 144. Reactant: N[C:2]1[CH:10]=[CH:9][CH:8]=[C:7]2[C:3]=1[CH2:4][N:5]([CH:12]1[CH2:17][CH2:16][C:15](=[O:18])[NH:14][C:13]1=[O:19])[C:6]2=[O:11].N([O-])=[O:21].[Na+].Cl.CO[C@@H]1[C@@H](C(OC)=O)[C@@H]2[C@@H](CN3[C@H](C2)C2NC4C=C(OC)C=CC=4C=2CC3)C[C@H]1OC(C1C=C(OC)C(OC)=C(OC)C=1)=O. (2) Reactant: C(C1C=C([CH2+]=NC2C=CC(OC3C=CN=C(C(NC)=O)C=3)=CC=2F)N(C2C=CC=C(CO)C=2)N=1)(C)(C)C.[C:38]([C:42]1[CH:46]=[C:45]([NH:47][C:48]([NH:50][C:51]2[CH:67]=[CH:66][C:54]([O:55][C:56]3[CH:61]=[CH:60][N:59]=[C:58]([C:62]([NH:64][CH3:65])=[O:63])[CH:57]=3)=[CH:53][C:52]=2[F:68])=[O:49])[N:44]([C:69]2[CH:74]=[CH:73][CH:72]=[C:71]([CH2:75][OH:76])[CH:70]=2)[N:43]=1)([CH3:41])([CH3:40])[CH3:39].N1C=CC=CC=1.[CH3:83][O:84][CH2:85][C:86](Cl)=[O:87]. Product: [CH3:83][O:84][CH2:85][C:86]([O:76][CH2:75][C:71]1[CH:72]=[CH:73][CH:74]=[C:69]([N:44]2[C:45]([NH:47][C:48](=[O:49])[NH:50][C:51]3[CH:67]=[CH:66][C:54]([O:55][C:56]4[CH:61]=[CH:60][N:59]=[C:58]([C:62](=[O:63])[NH:64][CH3:65])[CH:57]=4)=[CH:53][C:52]=3[F:68])=[CH:46][C:42]([C:38]([CH3:41])([CH3:39])[CH3:40])=[N:43]2)[CH:70]=1)=[O:87]. The catalyst class is: 317. (3) Reactant: [N+:1]([C:4]1[N:9]=[CH:8][C:7]([CH:10](C(OCC)=O)[C:11]([O:13][CH2:14][C:15]2C=CC=CC=2)=[O:12])=[CH:6][CH:5]=1)([O-:3])=[O:2]. Product: [N+:1]([C:4]1[N:9]=[CH:8][C:7]([CH2:10][C:11]([O:13][CH2:14][CH3:15])=[O:12])=[CH:6][CH:5]=1)([O-:3])=[O:2]. The catalyst class is: 29. (4) Reactant: [I:1][C:2]1[CH:7]=[CH:6][C:5]([C@H:8]2[C@@H:13]([NH2:14])[CH2:12][CH2:11][O:10][CH2:9]2)=[CH:4][CH:3]=1.N12CCCN=C1CCCCC2.[CH3:26][CH:27]([S:29](Cl)(=[O:31])=[O:30])[CH3:28]. Product: [I:1][C:2]1[CH:7]=[CH:6][C:5]([C@H:8]2[C@@H:13]([NH:14][S:29]([CH:27]([CH3:28])[CH3:26])(=[O:31])=[O:30])[CH2:12][CH2:11][O:10][CH2:9]2)=[CH:4][CH:3]=1. The catalyst class is: 2. (5) Reactant: Cl.[NH2:2][CH2:3][CH2:4][NH:5][C:6](=[O:28])[CH2:7][CH2:8]/[CH:9]=[CH:10]\[CH2:11]/[CH:12]=[CH:13]\[CH2:14]/[CH:15]=[CH:16]\[CH2:17]/[CH:18]=[CH:19]\[CH2:20]/[CH:21]=[CH:22]\[CH2:23]/[CH:24]=[CH:25]\[CH2:26][CH3:27].[C:29](O)(=[O:49])[CH2:30][CH2:31][CH2:32]/[CH:33]=[CH:34]\[CH2:35]/[CH:36]=[CH:37]\[CH2:38]/[CH:39]=[CH:40]\[CH2:41]/[CH:42]=[CH:43]\[CH2:44]/[CH:45]=[CH:46]\[CH2:47][CH3:48].CN(C(ON1N=NC2C=CC=NC1=2)=[N+](C)C)C.F[P-](F)(F)(F)(F)F.CCN(C(C)C)C(C)C. Product: [C:29]([NH:2][CH2:3][CH2:4][NH:5][C:6](=[O:28])[CH2:7][CH2:8]/[CH:9]=[CH:10]\[CH2:11]/[CH:12]=[CH:13]\[CH2:14]/[CH:15]=[CH:16]\[CH2:17]/[CH:18]=[CH:19]\[CH2:20]/[CH:21]=[CH:22]\[CH2:23]/[CH:24]=[CH:25]\[CH2:26][CH3:27])(=[O:49])[CH2:30][CH2:31][CH2:32]/[CH:33]=[CH:34]\[CH2:35]/[CH:36]=[CH:37]\[CH2:38]/[CH:39]=[CH:40]\[CH2:41]/[CH:42]=[CH:43]\[CH2:44]/[CH:45]=[CH:46]\[CH2:47][CH3:48]. The catalyst class is: 23. (6) The catalyst class is: 12. Product: [Si:1]([O:8][CH2:9][C:10]1[C:18]([C:19]2[CH:20]=[N:21][N:22]([CH3:24])[CH:23]=2)=[CH:17][CH:16]=[C:15]2[C:11]=1[CH2:12][CH2:13][N:14]2[C:26]1[C:30]2[CH2:31][N:32]([C:35](=[O:37])[CH3:36])[CH2:33][CH2:34][C:29]=2[N:28]([CH:38]2[CH2:42][CH2:41][O:40][CH2:39]2)[N:27]=1)([C:4]([CH3:6])([CH3:7])[CH3:5])([CH3:2])[CH3:3]. Reactant: [Si:1]([O:8][CH2:9][C:10]1[C:18]([C:19]2[CH:20]=[N:21][N:22]([CH3:24])[CH:23]=2)=[CH:17][CH:16]=[C:15]2[C:11]=1[CH2:12][CH2:13][NH:14]2)([C:4]([CH3:7])([CH3:6])[CH3:5])([CH3:3])[CH3:2].Br[C:26]1[C:30]2[CH2:31][N:32]([C:35](=[O:37])[CH3:36])[CH2:33][CH2:34][C:29]=2[N:28]([CH:38]2[CH2:42][CH2:41][O:40][CH2:39]2)[N:27]=1.COC(C)(C)C.C1(P(C2CCCCC2)C2C=CC=CC=2C2C(OC(C)C)=CC=CC=2OC(C)C)CCCCC1.C(O[Na])(C)(C)C.